This data is from Forward reaction prediction with 1.9M reactions from USPTO patents (1976-2016). The task is: Predict the product of the given reaction. (1) Given the reactants OC(C(F)(F)F)=O.OC(C(F)(F)F)=O.[CH3:15][CH:16]1[CH2:21][CH2:20][N:19]([C:22]([C:24]2[CH:32]=[CH:31][C:30]3[N:29]([CH2:33][CH2:34][CH3:35])[C:28]4[CH2:36][CH2:37][NH:38][CH2:39][C:27]=4[C:26]=3[CH:25]=2)=[O:23])[CH2:18][CH2:17]1.C(N(C(C)C)CC)(C)C.[CH:49]1([C:53](Cl)=[O:54])[CH2:52][CH2:51][CH2:50]1.[OH-].[Na+], predict the reaction product. The product is: [CH:49]1([C:53]([N:38]2[CH2:37][CH2:36][C:28]3[N:29]([CH2:33][CH2:34][CH3:35])[C:30]4[CH:31]=[CH:32][C:24]([C:22]([N:19]5[CH2:20][CH2:21][CH:16]([CH3:15])[CH2:17][CH2:18]5)=[O:23])=[CH:25][C:26]=4[C:27]=3[CH2:39]2)=[O:54])[CH2:52][CH2:51][CH2:50]1. (2) Given the reactants C(=O)([O-])[O-].[K+].[K+].[NH:7]1[CH2:11][CH2:10][CH2:9][C:8]1=[O:12].CN[C@H]1CCCC[C@@H]1NC.Br[C:24]1[CH:29]=[C:28]([CH2:30][CH3:31])[C:27]([N+:32]([O-:34])=[O:33])=[CH:26][N:25]=1, predict the reaction product. The product is: [CH2:30]([C:28]1[C:27]([N+:32]([O-:34])=[O:33])=[CH:26][N:25]=[C:24]([N:7]2[CH2:11][CH2:10][CH2:9][C:8]2=[O:12])[CH:29]=1)[CH3:31]. (3) Given the reactants [N+:1]([C:4]1[CH:12]=[C:8]([C:9]([OH:11])=[O:10])[C:7]([NH2:13])=[CH:6][CH:5]=1)([O-:3])=[O:2].N1C=CC=CC=1.[C:20]([C:24]1[CH:32]=[CH:31][C:27]([C:28](Cl)=O)=[CH:26][CH:25]=1)([CH3:23])([CH3:22])[CH3:21].O1C2C=CC=CC=2CC(=O)N1.C(Cl)(=O)C(Cl)=O, predict the reaction product. The product is: [N+:1]([C:4]1[CH:5]=[CH:6][C:7]2[N:13]=[C:28]([C:27]3[CH:31]=[CH:32][C:24]([C:20]([CH3:23])([CH3:22])[CH3:21])=[CH:25][CH:26]=3)[O:10][C:9](=[O:11])[C:8]=2[CH:12]=1)([O-:3])=[O:2]. (4) Given the reactants [F:1][C:2]1[CH:26]=[CH:25][C:24]([F:27])=[CH:23][C:3]=1[CH2:4][O:5][C:6]1[CH:11]=[CH:10][C:9]([S:12][C:13]2[CH:18]=[CH:17][C:16]([OH:19])=[CH:15][CH:14]=2)=[C:8]([N+:20]([O-])=O)[CH:7]=1.[NH4+].[Cl-], predict the reaction product. The product is: [NH2:20][C:8]1[CH:7]=[C:6]([O:5][CH2:4][C:3]2[CH:23]=[C:24]([F:27])[CH:25]=[CH:26][C:2]=2[F:1])[CH:11]=[CH:10][C:9]=1[S:12][C:13]1[CH:18]=[CH:17][C:16]([OH:19])=[CH:15][CH:14]=1. (5) Given the reactants [F:1][C:2]1[CH:3]=[C:4]([CH:8]=[CH:9][C:10]=1[O:11][CH3:12])[C:5](Cl)=[O:6].[NH2:13][C:14]([CH3:30])([CH2:17][N:18]1[CH:26]=[C:25]2[C:20]([C:21]([Cl:29])=[C:22]([Cl:28])[CH:23]=[C:24]2[Cl:27])=[N:19]1)[C:15]#[N:16], predict the reaction product. The product is: [C:15]([C:14]([NH:13][C:5](=[O:6])[C:4]1[CH:8]=[CH:9][C:10]([O:11][CH3:12])=[C:2]([F:1])[CH:3]=1)([CH3:30])[CH2:17][N:18]1[CH:26]=[C:25]2[C:20]([C:21]([Cl:29])=[C:22]([Cl:28])[CH:23]=[C:24]2[Cl:27])=[N:19]1)#[N:16]. (6) Given the reactants [Cl:1][C:2]1[CH:7]=[CH:6][C:5]([C:8]2[N:13]=[C:12]([C:14]([OH:16])=O)[CH:11]=[N:10][C:9]=2[O:17][CH2:18][CH2:19][O:20][CH3:21])=[CH:4][CH:3]=1.ClC(N(C)C)=C(C)C.Cl.[NH2:31][C:32]1([CH2:35][OH:36])[CH2:34][CH2:33]1.C(N(C(C)C)C(C)C)C, predict the reaction product. The product is: [OH:36][CH2:35][C:32]1([NH:31][C:14]([C:12]2[CH:11]=[N:10][C:9]([O:17][CH2:18][CH2:19][O:20][CH3:21])=[C:8]([C:5]3[CH:4]=[CH:3][C:2]([Cl:1])=[CH:7][CH:6]=3)[N:13]=2)=[O:16])[CH2:34][CH2:33]1.